Dataset: Catalyst prediction with 721,799 reactions and 888 catalyst types from USPTO. Task: Predict which catalyst facilitates the given reaction. Reactant: [C:1]([C:5]1[N:10]=[C:9]([CH:11]2[CH2:14][CH2:13][CH2:12]2)[CH:8]=[C:7]([N:15]2[CH2:20][CH2:19][N:18]([CH2:21][C@@H:22]([CH3:33])[CH2:23][O:24][C:25]3[CH:30]=[CH:29][N:28]=[C:27](SC)[N:26]=3)[CH2:17][CH2:16]2)[N:6]=1)([CH3:4])([CH3:3])[CH3:2].OO.C(=O)(O)[O-:37].[Na+]. Product: [C:1]([C:5]1[N:6]=[C:7]([N:15]2[CH2:20][CH2:19][N:18]([CH2:21][C@@H:22]([CH3:33])[CH2:23][O:24][C:25]3[CH:30]=[CH:29][N:28]=[C:27]([OH:37])[N:26]=3)[CH2:17][CH2:16]2)[CH:8]=[C:9]([CH:11]2[CH2:14][CH2:13][CH2:12]2)[N:10]=1)([CH3:4])([CH3:3])[CH3:2]. The catalyst class is: 15.